This data is from Forward reaction prediction with 1.9M reactions from USPTO patents (1976-2016). The task is: Predict the product of the given reaction. (1) Given the reactants [H-].[H-].[H-].[H-].[Li+].[Al+3].[Cl:7][C:8]1[C:12]([CH2:13][O:14][C:15]2[CH:20]=[CH:19][C:18]([CH2:21][CH2:22][C:23](OCC)=[O:24])=[C:17]([CH3:28])[C:16]=2[CH3:29])=[C:11]([C:30]2[CH:35]=[CH:34][C:33]([O:36][CH3:37])=[CH:32][CH:31]=2)[S:10][N:9]=1, predict the reaction product. The product is: [Cl:7][C:8]1[C:12]([CH2:13][O:14][C:15]2[CH:20]=[CH:19][C:18]([CH2:21][CH2:22][CH2:23][OH:24])=[C:17]([CH3:28])[C:16]=2[CH3:29])=[C:11]([C:30]2[CH:31]=[CH:32][C:33]([O:36][CH3:37])=[CH:34][CH:35]=2)[S:10][N:9]=1. (2) Given the reactants [C:1]([O:5][C:6]([N:8]1[CH2:12][C@@H:11]([OH:13])[CH2:10][C@H:9]1[C:14]([OH:16])=[O:15])=[O:7])([CH3:4])([CH3:3])[CH3:2].N1C=CN=C1.[Si:22](Cl)([C:25]([CH3:28])([CH3:27])[CH3:26])([CH3:24])[CH3:23].O.[OH-].[Li+].Cl, predict the reaction product. The product is: [C:1]([O:5][C:6]([N:8]1[CH2:12][C@@H:11]([O:13][Si:22]([C:25]([CH3:28])([CH3:27])[CH3:26])([CH3:24])[CH3:23])[CH2:10][C@H:9]1[C:14]([OH:16])=[O:15])=[O:7])([CH3:4])([CH3:2])[CH3:3]. (3) Given the reactants [Cl:1][C:2]1[N:10]=[C:9]([C:11]2[CH:16]=[CH:15][CH:14]=[CH:13][CH:12]=2)[C:8]([C:17]2[CH:22]=[CH:21][C:20](=[O:23])[N:19]([CH:24]([CH3:26])[CH3:25])[N:18]=2)=[CH:7][C:3]=1[C:4]([NH2:6])=[O:5].COO[CH:30](OOC)[N:31]([CH3:33])[CH3:32], predict the reaction product. The product is: [Cl:1][C:2]1[N:10]=[C:9]([C:11]2[CH:12]=[CH:13][CH:14]=[CH:15][CH:16]=2)[C:8]([C:17]2[CH:22]=[CH:21][C:20](=[O:23])[N:19]([CH:24]([CH3:26])[CH3:25])[N:18]=2)=[CH:7][C:3]=1[C:4](/[N:6]=[CH:30]/[N:31]([CH3:33])[CH3:32])=[O:5].